From a dataset of Peptide-MHC class II binding affinity with 134,281 pairs from IEDB. Regression. Given a peptide amino acid sequence and an MHC pseudo amino acid sequence, predict their binding affinity value. This is MHC class II binding data. (1) The peptide sequence is FNDIIHSIINMDADV. The MHC is DRB1_1101 with pseudo-sequence DRB1_1101. The binding affinity (normalized) is 0.167. (2) The MHC is HLA-DQA10102-DQB10602 with pseudo-sequence HLA-DQA10102-DQB10602. The peptide sequence is IAIAFLSVSNNYEYI. The binding affinity (normalized) is 0.302. (3) The peptide sequence is APEKKYTVFETALKK. The MHC is HLA-DQA10101-DQB10501 with pseudo-sequence HLA-DQA10101-DQB10501. The binding affinity (normalized) is 0.0862. (4) The peptide sequence is LVTVNPIASTNDDEV. The MHC is DRB1_1501 with pseudo-sequence DRB1_1501. The binding affinity (normalized) is 0.145. (5) The peptide sequence is QVPLVQQQQYLGQQQP. The MHC is HLA-DQA10301-DQB10301 with pseudo-sequence HLA-DQA10301-DQB10301. The binding affinity (normalized) is 0.